Dataset: Catalyst prediction with 721,799 reactions and 888 catalyst types from USPTO. Task: Predict which catalyst facilitates the given reaction. (1) Reactant: [F:1][C:2]1[CH:10]=[CH:9][C:5]([C:6]([OH:8])=O)=[C:4]([OH:11])[CH:3]=1.[Cl-].[C:13]([C:15]1[N:19]([CH3:20])[N:18]=[C:17]([CH2:21][NH2+:22][CH3:23])[CH:16]=1)#[N:14].CN(C(ON1N=NC2C=CC=NC1=2)=[N+](C)C)C.F[P-](F)(F)(F)(F)F.CCN(C(C)C)C(C)C. The catalyst class is: 3. Product: [C:13]([C:15]1[N:19]([CH3:20])[N:18]=[C:17]([CH2:21][N:22]([CH3:23])[C:6](=[O:8])[C:5]2[CH:9]=[CH:10][C:2]([F:1])=[CH:3][C:4]=2[OH:11])[CH:16]=1)#[N:14]. (2) Reactant: Cl.[CH3:2][O:3][C:4]([C:6]1[N:7]([CH2:24][CH:25]2[CH2:30][CH2:29][NH:28][CH2:27][CH2:26]2)[C:8](=[O:23])[C:9]2[C:14]([C:15]=1[C:16]1[CH:21]=[CH:20][CH:19]=[CH:18][CH:17]=1)=[CH:13][C:12]([Br:22])=[CH:11][CH:10]=2)=[O:5].C(N(CC)CC)C.[CH3:38][N:39]=[C:40]=[O:41]. Product: [CH3:2][O:3][C:4]([C:6]1[N:7]([CH2:24][CH:25]2[CH2:30][CH2:29][N:28]([C:40](=[O:41])[NH:39][CH3:38])[CH2:27][CH2:26]2)[C:8](=[O:23])[C:9]2[C:14]([C:15]=1[C:16]1[CH:21]=[CH:20][CH:19]=[CH:18][CH:17]=1)=[CH:13][C:12]([Br:22])=[CH:11][CH:10]=2)=[O:5]. The catalyst class is: 7. (3) Reactant: CC(C)=[O:3].OS(O)(=O)=O.O=[Cr](=O)=O.[O-:14][N+:15]1[O:19][N:18]=[C:17]([O:20][CH2:21][CH2:22][CH2:23][OH:24])[C:16]=1[S:25]([C:28]1[CH:33]=[CH:32][CH:31]=[CH:30][CH:29]=1)(=[O:27])=[O:26].CC(O)C. Product: [O-:14][N+:15]1[O:19][N:18]=[C:17]([O:20][CH2:21][CH2:22][C:23]([OH:3])=[O:24])[C:16]=1[S:25]([C:28]1[CH:33]=[CH:32][CH:31]=[CH:30][CH:29]=1)(=[O:26])=[O:27]. The catalyst class is: 21.